From a dataset of Reaction yield outcomes from USPTO patents with 853,638 reactions. Predict the reaction yield, written as a fraction of the theoretical maximum amount of product (1.0 means a 100% yield; for example, 0.34 means a 34% yield). (1) The reactants are [I:1][C:2]1[CH:10]=[CH:9][CH:8]=[CH:7][C:3]=1[C:4]([OH:6])=O.S(Cl)(Cl)=O.[NH2:15][C:16]1[CH:17]=[C:18]([N:22]2[C:28](=[O:29])[CH2:27][C:26](=[O:30])[NH:25][C:24]3[C:31]4[C:36]([CH:37]=[CH:38][C:23]2=3)=[CH:35][CH:34]=[CH:33][CH:32]=4)[CH:19]=[CH:20][CH:21]=1. No catalyst specified. The product is [I:1][C:2]1[CH:10]=[CH:9][CH:8]=[CH:7][C:3]=1[C:4]([NH:15][C:16]1[CH:17]=[C:18]([N:22]2[C:28](=[O:29])[CH2:27][C:26](=[O:30])[NH:25][C:24]3[C:31]4[C:36]([CH:37]=[CH:38][C:23]2=3)=[CH:35][CH:34]=[CH:33][CH:32]=4)[CH:19]=[CH:20][CH:21]=1)=[O:6]. The yield is 0.380. (2) The reactants are [N+:1]([C:4]1[CH:9]=[CH:8][C:7](/[CH:10]=[CH:11]/[CH2:12][OH:13])=[CH:6][CH:5]=1)([O-])=O. The catalyst is CO.O.[Ni]. The product is [NH2:1][C:4]1[CH:5]=[CH:6][C:7]([CH2:10][CH2:11][CH2:12][OH:13])=[CH:8][CH:9]=1. The yield is 0.970. (3) The reactants are [CH3:1][O:2][C:3]([C:5]1[C:13]2[C:8](=[C:9]([F:19])[CH:10]=[CH:11][C:12]=2[O:14][C:15]([F:18])([F:17])[F:16])[NH:7][CH:6]=1)=[O:4].[H-].[Na+].[F:22][C:23]([F:36])([F:35])[O:24][CH2:25][CH2:26]OS(C(F)(F)F)(=O)=O.[NH4+].[Cl-]. The catalyst is C1COCC1. The product is [CH3:1][O:2][C:3]([C:5]1[C:13]2[C:8](=[C:9]([F:19])[CH:10]=[CH:11][C:12]=2[O:14][C:15]([F:18])([F:16])[F:17])[N:7]([CH2:26][CH2:25][O:24][C:23]([F:36])([F:35])[F:22])[CH:6]=1)=[O:4]. The yield is 0.860. (4) The reactants are [CH:1]1([CH:7]([NH:19][C:20]2[CH:25]=[CH:24][C:23]([C:26]([N:28]([CH3:36])[CH2:29][CH2:30][C:31]([O:33]CC)=[O:32])=[O:27])=[CH:22][CH:21]=2)[C:8]2[O:9][C:10]3[CH:17]=[CH:16][C:15]([CH3:18])=[CH:14][C:11]=3[C:12]=2[CH3:13])[CH2:6][CH2:5][CH2:4][CH2:3][CH2:2]1.O1CCCC1.[OH-].[Na+]. The catalyst is C(O)C. The product is [CH:1]1([CH:7]([NH:19][C:20]2[CH:25]=[CH:24][C:23]([C:26]([N:28]([CH3:36])[CH2:29][CH2:30][C:31]([OH:33])=[O:32])=[O:27])=[CH:22][CH:21]=2)[C:8]2[O:9][C:10]3[CH:17]=[CH:16][C:15]([CH3:18])=[CH:14][C:11]=3[C:12]=2[CH3:13])[CH2:6][CH2:5][CH2:4][CH2:3][CH2:2]1. The yield is 0.920.